This data is from Reaction yield outcomes from USPTO patents with 853,638 reactions. The task is: Predict the reaction yield, written as a fraction of the theoretical maximum amount of product (1.0 means a 100% yield; for example, 0.34 means a 34% yield). (1) The reactants are Cl.FC1C=C([N:9]2[CH2:13][CH:12]([CH2:14][N:15]3[CH:19]=[C:18]([Si](C)(C)C)[N:17]=[N:16]3)[O:11][C:10]2=[O:24])C=CC=1C1C=CC(CNCC2N=NN(CC3C=CC(OC)=CC=3)C=2)=CC=1.[F-].C([N+](CCCC)(CCCC)CCCC)CCC.C1COCC1. The catalyst is C(O)(=O)C. The product is [N:15]1([CH2:14][CH:12]2[O:11][C:10](=[O:24])[NH:9][CH2:13]2)[CH:19]=[CH:18][N:17]=[N:16]1. The yield is 0.870. (2) The reactants are [F:1][C:2]([F:26])([F:25])[C@H:3]([N:12]1[CH2:16][CH2:15][C@H:14]([NH:17][C:18](=[O:24])[O:19][C:20]([CH3:23])([CH3:22])[CH3:21])[CH2:13]1)[C:4]1[CH:5]=[N:6][C:7]([NH:10][NH2:11])=[CH:8][CH:9]=1.[CH3:27][O:28][CH2:29][C@H:30]([O:32][C:33]1[CH:42]=[C:41]2[C:36]([CH:37]=[CH:38][C:39]([CH:43]=O)=[N:40]2)=[CH:35][CH:34]=1)[CH3:31].C(O)C.C(O)(=O)C.C(O)(=O)C.I(C1C=CC=CC=1)=O.C(=O)(O)[O-].[Na+]. The catalyst is C(OCC)(=O)C. The product is [F:26][C:2]([F:25])([F:1])[C@H:3]([N:12]1[CH2:16][CH2:15][C@H:14]([NH:17][C:18](=[O:24])[O:19][C:20]([CH3:22])([CH3:23])[CH3:21])[CH2:13]1)[C:4]1[CH:9]=[CH:8][C:7]2[N:6]([C:43]([C:39]3[CH:38]=[CH:37][C:36]4[C:41](=[CH:42][C:33]([O:32][C@H:30]([CH3:31])[CH2:29][O:28][CH3:27])=[CH:34][CH:35]=4)[N:40]=3)=[N:11][N:10]=2)[CH:5]=1. The yield is 0.420. (3) The reactants are [CH3:1][O:2][C:3]1[C:4]([CH2:18][OH:19])([CH2:13][CH2:14][CH:15]([CH3:17])[CH3:16])[C:5]2[C:10]([CH2:11][CH:12]=1)=[CH:9][CH:8]=[CH:7][CH:6]=2.CC(OI1(OC(C)=O)(OC(C)=O)OC(=O)C2C=CC=CC1=2)=O. The catalyst is ClCCl. The product is [CH3:1][O:2][C:3]1[C:4]([CH2:13][CH2:14][CH:15]([CH3:17])[CH3:16])([CH:18]=[O:19])[C:5]2[C:10]([CH2:11][CH:12]=1)=[CH:9][CH:8]=[CH:7][CH:6]=2. The yield is 0.530.